This data is from Full USPTO retrosynthesis dataset with 1.9M reactions from patents (1976-2016). The task is: Predict the reactants needed to synthesize the given product. (1) Given the product [C:12]([C:16]1[CH:20]=[C:19]([NH:21][C:22]([NH:24][C:25]2[C:34]3[C:29](=[CH:30][CH:31]=[CH:32][CH:33]=3)[C:28]([O:35][C:36]3[CH:41]=[CH:40][N:39]=[C:38]([NH:42][C:43]4[CH:48]=[CH:47][CH:46]=[C:45]([S:49]([CH:50]5[CH2:52][CH2:51]5)=[O:9])[CH:44]=4)[N:37]=3)=[CH:27][CH:26]=2)=[O:23])[N:18]([C:53]2[CH:54]=[N:55][C:56]([O:59][CH3:60])=[CH:57][CH:58]=2)[N:17]=1)([CH3:15])([CH3:13])[CH3:14], predict the reactants needed to synthesize it. The reactants are: C1C=C(Cl)C=C(C(OO)=[O:9])C=1.[C:12]([C:16]1[CH:20]=[C:19]([NH:21][C:22]([NH:24][C:25]2[C:34]3[C:29](=[CH:30][CH:31]=[CH:32][CH:33]=3)[C:28]([O:35][C:36]3[CH:41]=[CH:40][N:39]=[C:38]([NH:42][C:43]4[CH:48]=[CH:47][CH:46]=[C:45]([S:49][CH:50]5[CH2:52][CH2:51]5)[CH:44]=4)[N:37]=3)=[CH:27][CH:26]=2)=[O:23])[N:18]([C:53]2[CH:54]=[N:55][C:56]([O:59][CH3:60])=[CH:57][CH:58]=2)[N:17]=1)([CH3:15])([CH3:14])[CH3:13].CO. (2) Given the product [Cl:22][C:17]1[CH:16]=[C:15]2[C:20]([CH:21]=[C:12]([C:6]3[CH:5]=[C:4]([CH:9]=[C:8]([O:10][CH3:11])[CH:7]=3)[C:3]([OH:2])=[O:26])[C:13](=[O:29])[N:14]2[CH2:23][CH3:24])=[CH:19][N:18]=1, predict the reactants needed to synthesize it. The reactants are: C[O:2][C:3](=[O:26])[C:4]1[CH:9]=[C:8]([O:10][CH3:11])[CH:7]=[C:6]([C:12]2[C:13](=N)[N:14]([CH2:23][CH3:24])[C:15]3[C:20]([CH:21]=2)=[CH:19][N:18]=[C:17]([Cl:22])[CH:16]=3)[CH:5]=1.C(OC(=O)C)(=[O:29])C.